This data is from Catalyst prediction with 721,799 reactions and 888 catalyst types from USPTO. The task is: Predict which catalyst facilitates the given reaction. Product: [O:25]=[C:23]1[C:22]2[C:21]3[CH2:26][CH2:27][CH2:28][CH2:29][C:20]=3[CH:19]=[CH:18][C:17]=2[N:16]=[C:15]([N:13]2[CH:14]=[C:10]([C:8]([OH:9])=[O:7])[CH:11]=[N:12]2)[NH:24]1. The catalyst class is: 1. Reactant: O.[OH-].[Li+].O.C([O:7][C:8]([C:10]1[CH:11]=[N:12][N:13]([C:15]2[NH:24][C:23](=[O:25])[C:22]3[C:21]4[CH2:26][CH2:27][CH2:28][CH2:29][C:20]=4[CH:19]=[CH:18][C:17]=3[N:16]=2)[CH:14]=1)=[O:9])C.